Dataset: Full USPTO retrosynthesis dataset with 1.9M reactions from patents (1976-2016). Task: Predict the reactants needed to synthesize the given product. Given the product [N:26]1[CH:27]=[CH:28][N:29]=[CH:30][C:25]=1[C:23]1[CH:22]=[CH:21][N:16]=[C:14]([NH:13][CH2:12][C:9]2[CH:10]=[CH:11][C:6]([C:5]([OH:4])=[O:17])=[CH:7][CH:8]=2)[N:15]=1, predict the reactants needed to synthesize it. The reactants are: O.O.C[O:4][C:5](=[O:17])[C:6]1[CH:11]=[CH:10][C:9]([CH2:12][NH:13][C:14]([NH2:16])=[NH:15])=[CH:8][CH:7]=1.CN(/[CH:21]=[CH:22]/[C:23]([C:25]1[CH:30]=[N:29][CH:28]=[CH:27][N:26]=1)=O)C.C[O-].[Na+].[OH-].[Na+].